Dataset: Catalyst prediction with 721,799 reactions and 888 catalyst types from USPTO. Task: Predict which catalyst facilitates the given reaction. (1) Reactant: [CH2:1]([O:3][C:4]([N:6]1[C:15]2[C:10](=[N:11][C:12]([O:16][CH3:17])=[CH:13][CH:14]=2)[C@@H:9]([NH:18][C:19]2[N:24]=[C:23]([CH2:25][C:26]3[CH:31]=[C:30]([C:32]([F:35])([F:34])[F:33])[CH:29]=[C:28]([C:36]([F:39])([F:38])[F:37])[CH:27]=3)[C:22]([CH2:40][O:41][CH2:42][CH2:43][C:44]([O:46]C(C)(C)C)=[O:45])=[CH:21][N:20]=2)[CH2:8][C@H:7]1[CH2:51][CH3:52])=[O:5])[CH3:2]. Product: [CH2:1]([O:3][C:4]([N:6]1[C:15]2[C:10](=[N:11][C:12]([O:16][CH3:17])=[CH:13][CH:14]=2)[C@@H:9]([NH:18][C:19]2[N:24]=[C:23]([CH2:25][C:26]3[CH:27]=[C:28]([C:36]([F:38])([F:39])[F:37])[CH:29]=[C:30]([C:32]([F:33])([F:34])[F:35])[CH:31]=3)[C:22]([CH2:40][O:41][CH2:42][CH2:43][C:44]([OH:46])=[O:45])=[CH:21][N:20]=2)[CH2:8][C@H:7]1[CH2:51][CH3:52])=[O:5])[CH3:2]. The catalyst class is: 89. (2) Reactant: [Cl:1][C:2]1[CH:7]=[CH:6][C:5]([S:8]([C:11]2[CH:12]=[CH:13][C:14]([O:29][CH3:30])=[C:15]([CH:17]3[CH2:22][CH2:21][N:20](C(=O)C(F)(F)F)[CH2:19][CH2:18]3)[CH:16]=2)(=[O:10])=[O:9])=[CH:4][CH:3]=1.[OH-].[Na+].O. Product: [Cl:1][C:2]1[CH:7]=[CH:6][C:5]([S:8]([C:11]2[CH:12]=[CH:13][C:14]([O:29][CH3:30])=[C:15]([CH:17]3[CH2:18][CH2:19][NH:20][CH2:21][CH2:22]3)[CH:16]=2)(=[O:10])=[O:9])=[CH:4][CH:3]=1. The catalyst class is: 5. (3) Reactant: F[B-](F)(F)F.[N+:6]([C:9]1[CH:14]=[CH:13][C:12]([N+:15]#[N:16])=[CH:11][CH:10]=1)([O-:8])=[O:7].[CH2:17]([N:19]1[C:24]2[CH:25]=[C:26]([OH:29])[CH:27]=[CH:28][C:23]=2[O:22][CH2:21][CH2:20]1)[CH3:18].N. Product: [CH2:17]([N:19]1[C:24]2[CH:25]=[C:26]([OH:29])[C:27]([N:16]=[N:15][C:12]3[CH:11]=[CH:10][C:9]([N+:6]([O-:8])=[O:7])=[CH:14][CH:13]=3)=[CH:28][C:23]=2[O:22][CH2:21][CH2:20]1)[CH3:18]. The catalyst class is: 65.